This data is from Reaction yield outcomes from USPTO patents with 853,638 reactions. The task is: Predict the reaction yield, written as a fraction of the theoretical maximum amount of product (1.0 means a 100% yield; for example, 0.34 means a 34% yield). The reactants are [F:1][CH:2]([F:35])[O:3][C:4]1[CH:5]=[C:6]([CH:14]([N:19]2[CH2:27][C:26]3[C:21](=[C:22]([NH:28][C:29]([CH:31]4[CH2:33][CH2:32]4)=[O:30])[CH:23]=[CH:24][CH:25]=3)[C:20]2=[O:34])[CH2:15][C:16]([OH:18])=O)[CH:7]=[CH:8][C:9]=1[O:10][CH:11]([F:13])[F:12].C(N1C=CN=C1)(N1C=CN=C1)=O.[NH2:48][OH:49].O. The catalyst is O1CCCC1. The product is [F:1][CH:2]([F:35])[O:3][C:4]1[CH:5]=[C:6]([CH:14]([N:19]2[C:20](=[O:34])[C:21]3[C:26](=[CH:25][CH:24]=[CH:23][C:22]=3[NH:28][C:29]([CH:31]3[CH2:33][CH2:32]3)=[O:30])[CH2:27]2)[CH2:15][C:16](=[O:18])[NH:48][OH:49])[CH:7]=[CH:8][C:9]=1[O:10][CH:11]([F:13])[F:12]. The yield is 0.460.